This data is from Full USPTO retrosynthesis dataset with 1.9M reactions from patents (1976-2016). The task is: Predict the reactants needed to synthesize the given product. (1) The reactants are: FC(F)(F)S(O[C:7]1[CH:15]=[CH:14][C:13]([C:16]2[N:17]([C:32]([O:34][C:35]([CH3:38])([CH3:37])[CH3:36])=[O:33])[C:18]3[C:23]([CH:24]=2)=[CH:22][C:21]([CH2:25][N:26]2[CH2:31][CH2:30][CH2:29][CH2:28][CH2:27]2)=[CH:20][CH:19]=3)=[C:12]2[C:8]=1[CH2:9][NH:10][C:11]2=[O:39])(=O)=O.[C:42](=[O:45])([O-])[O-].[K+].[K+].O. Given the product [OH:45][C:42]1[C:14]([CH3:13])=[CH:15][C:7]([C:7]2[CH:15]=[CH:14][C:13]([C:16]3[N:17]([C:32]([O:34][C:35]([CH3:38])([CH3:37])[CH3:36])=[O:33])[C:18]4[C:23]([CH:24]=3)=[CH:22][C:21]([CH2:25][N:26]3[CH2:31][CH2:30][CH2:29][CH2:28][CH2:27]3)=[CH:20][CH:19]=4)=[C:12]3[C:8]=2[CH2:9][NH:10][C:11]3=[O:39])=[CH:8][C:12]=1[CH3:11], predict the reactants needed to synthesize it. (2) Given the product [OH:31][C@@:24]1([C:22]#[C:23][C:2]2[CH:3]=[C:4]([N:8]3[C:16]4[CH:15]=[C:14]([CH3:17])[N:13]=[CH:12][C:11]=4[C:10]([C:18]([O:20][CH3:21])=[O:19])=[N:9]3)[CH:5]=[CH:6][CH:7]=2)[CH2:28][CH2:27][N:26]([CH3:29])[C:25]1=[O:30], predict the reactants needed to synthesize it. The reactants are: Br[C:2]1[CH:3]=[C:4]([N:8]2[C:16]3[CH:15]=[C:14]([CH3:17])[N:13]=[CH:12][C:11]=3[C:10]([C:18]([O:20][CH3:21])=[O:19])=[N:9]2)[CH:5]=[CH:6][CH:7]=1.[C:22]([C@:24]1([OH:31])[CH2:28][CH2:27][N:26]([CH3:29])[C:25]1=[O:30])#[CH:23]. (3) Given the product [CH2:1]([O:3][C:4]([N:6]1[CH2:11][CH2:10][N:9]([C:12](=[O:40])[C@@H:13]([NH:23][C:24]([C:26]2[CH:30]=[C:29]([O:31][C:52]3([C:50]([O:49][CH2:47][CH3:48])=[O:51])[CH2:55][CH2:54][CH2:53]3)[N:28]([C:32]3[CH:37]=[CH:36][CH:35]=[C:34]([O:38][CH3:39])[CH:33]=3)[N:27]=2)=[O:25])[CH2:14][CH2:15][C:16]([O:18][C:19]([CH3:21])([CH3:22])[CH3:20])=[O:17])[CH2:8][CH2:7]1)=[O:5])[CH3:2], predict the reactants needed to synthesize it. The reactants are: [CH2:1]([O:3][C:4]([N:6]1[CH2:11][CH2:10][N:9]([C:12](=[O:40])[C@@H:13]([NH:23][C:24]([C:26]2[CH:30]=[C:29]([OH:31])[N:28]([C:32]3[CH:37]=[CH:36][CH:35]=[C:34]([O:38][CH3:39])[CH:33]=3)[N:27]=2)=[O:25])[CH2:14][CH2:15][C:16]([O:18][C:19]([CH3:22])([CH3:21])[CH3:20])=[O:17])[CH2:8][CH2:7]1)=[O:5])[CH3:2].C(=O)([O-])[O-].[Cs+].[Cs+].[CH2:47]([O:49][C:50]([C:52]1(Br)[CH2:55][CH2:54][CH2:53]1)=[O:51])[CH3:48]. (4) Given the product [N:1]1[CH:5]=[C:4]([C:6]([N:8]2[CH2:9][CH:10]=[C:11]([C:14]3[CH:35]=[CH:34][C:17]([C:18]([NH:20][C:21]([NH2:23])=[NH:22])=[O:19])=[CH:16][C:15]=3[C:36]([F:39])([F:37])[F:38])[CH2:12][CH2:13]2)=[O:7])[NH:3][CH:2]=1, predict the reactants needed to synthesize it. The reactants are: [N:1]1[CH:5]=[C:4]([C:6]([N:8]2[CH2:13][CH:12]=[C:11]([C:14]3[CH:35]=[CH:34][C:17]([C:18]([NH:20][C:21]([NH:23]C(OCC4C=CC=CC=4)=O)=[NH:22])=[O:19])=[CH:16][C:15]=3[C:36]([F:39])([F:38])[F:37])[CH2:10][CH2:9]2)=[O:7])[NH:3][CH:2]=1.